Dataset: Forward reaction prediction with 1.9M reactions from USPTO patents (1976-2016). Task: Predict the product of the given reaction. (1) Given the reactants Cl[C:2]1[N:7]=[C:6]([Cl:8])[N:5]=[C:4]2[N:9]([CH:12]3[CH2:17][CH2:16][CH2:15][CH2:14][O:13]3)[N:10]=[CH:11][C:3]=12.[C:18]([NH:22][C:23]1[CH:24]=[C:25](B(O)O)[CH:26]=[CH:27][CH:28]=1)(=[O:21])[CH:19]=[CH2:20].C1(P(C2C=CC=CC=2)C2C=CC=CC=2)C=CC=CC=1.C(=O)([O-])[O-].[Na+].[Na+], predict the reaction product. The product is: [Cl:8][C:6]1[N:5]=[C:4]2[N:9]([CH:12]3[CH2:17][CH2:16][CH2:15][CH2:14][O:13]3)[N:10]=[CH:11][C:3]2=[C:2]([C:25]2[CH:24]=[C:23]([NH:22][C:18](=[O:21])[CH:19]=[CH2:20])[CH:28]=[CH:27][CH:26]=2)[N:7]=1. (2) Given the reactants [NH2:1][C:2]1[CH:3]=[C:4]([OH:11])[C:5](=[CH:9][CH:10]=1)[C:6]([OH:8])=[O:7].[Br:12][C:13]1[CH:14]=[C:15]([S:19](Cl)(=[O:21])=[O:20])[CH:16]=[CH:17][CH:18]=1, predict the reaction product. The product is: [Br:12][C:13]1[CH:14]=[C:15]([S:19]([NH:1][C:2]2[CH:10]=[CH:9][C:5]([C:6]([OH:8])=[O:7])=[C:4]([OH:11])[CH:3]=2)(=[O:21])=[O:20])[CH:16]=[CH:17][CH:18]=1. (3) Given the reactants [F:1][CH:2]([F:26])[O:3][C:4]1[CH:9]=[CH:8][C:7]([C:10](=[O:25])[C:11]([C:13]2[CH:18]=[CH:17][C:16]([F:19])=[C:15]([C:20]#[C:21][CH2:22][CH2:23]O)[CH:14]=2)=[O:12])=[CH:6][CH:5]=1.CN(S(F)(F)[F:31])C.[Cl-].[Na+], predict the reaction product. The product is: [F:1][CH:2]([F:26])[O:3][C:4]1[CH:9]=[CH:8][C:7]([C:10](=[O:25])[C:11]([C:13]2[CH:18]=[CH:17][C:16]([F:19])=[C:15]([C:20]#[C:21][CH2:22][CH2:23][F:31])[CH:14]=2)=[O:12])=[CH:6][CH:5]=1. (4) Given the reactants [F:1][C:2]1[CH:3]=[C:4]([CH:18]=[CH:19][CH:20]=1)[CH2:5][O:6][C:7]1[CH:8]=[C:9]2[C:14](=[CH:15][CH:16]=1)[C:13](=O)[NH:12][CH2:11][CH2:10]2.[H-].[Al+3].[Li+].[H-].[H-].[H-].O, predict the reaction product. The product is: [F:1][C:2]1[CH:3]=[C:4]([CH:18]=[CH:19][CH:20]=1)[CH2:5][O:6][C:7]1[CH:8]=[C:9]2[C:14](=[CH:15][CH:16]=1)[CH2:13][NH:12][CH2:11][CH2:10]2. (5) Given the reactants [Br:1][C:2]1[CH:3]=[C:4]2[C:8](=[C:9]([C:11]([NH2:13])=[O:12])[CH:10]=1)[NH:7][CH:6]=[CH:5]2.[CH3:14][S:15]([N:18]1[CH2:23][CH2:22][C:21](=O)[CH2:20][CH2:19]1)(=[O:17])=[O:16].CO, predict the reaction product. The product is: [Br:1][C:2]1[CH:3]=[C:4]2[C:8](=[C:9]([C:11]([NH2:13])=[O:12])[CH:10]=1)[NH:7][CH:6]=[C:5]2[C:21]1[CH2:22][CH2:23][N:18]([S:15]([CH3:14])(=[O:17])=[O:16])[CH2:19][CH:20]=1. (6) Given the reactants [N+:1]([C:4]1[CH:5]=[C:6]([C:13]([NH2:15])=[O:14])[CH:7]=[C:8]([CH:12]=1)[C:9]([NH2:11])=[O:10])([O-])=O, predict the reaction product. The product is: [NH2:1][C:4]1[CH:5]=[C:6]([C:13]([NH2:15])=[O:14])[CH:7]=[C:8]([CH:12]=1)[C:9]([NH2:11])=[O:10]. (7) Given the reactants [OH:1][C@@H:2]([C@H:4]1[C:25](=[O:26])[N:6]2[C@@H:7]([C:12]([O:14][CH2:15][C:16]3[CH:21]=[CH:20][C:19]([N+:22]([O-:24])=[O:23])=[CH:18][CH:17]=3)=[O:13])[C:8](=O)[C@H:9]([CH3:10])[C@H:5]12)[CH3:3].[S:27]1[CH:31]=[CH:30][CH:29]=[C:28]1[C:32]([C:34]1[N:35]=[CH:36][N:37]2[CH:41]=[C:40]([Sn](CCCC)(CCCC)CCCC)[S:39][C:38]=12)=[O:33], predict the reaction product. The product is: [OH:1][C@@H:2]([C@H:4]1[C:25](=[O:26])[N:6]2[C:7]([C:12]([O:14][CH2:15][C:16]3[CH:21]=[CH:20][C:19]([N+:22]([O-:24])=[O:23])=[CH:18][CH:17]=3)=[O:13])=[C:8]([C:40]3[S:39][C:38]4=[C:34]([C:32]([C:28]5[S:27][CH:31]=[CH:30][CH:29]=5)=[O:33])[N:35]=[CH:36][N:37]4[CH:41]=3)[C@H:9]([CH3:10])[C@H:5]12)[CH3:3].